From a dataset of Forward reaction prediction with 1.9M reactions from USPTO patents (1976-2016). Predict the product of the given reaction. Given the reactants [CH2:1]([N:5]1[C:9]2[CH2:10][O:11][CH2:12][C:13](=[O:14])[C:8]=2[S:7]/[C:6]/1=[N:15]\[C:16](=[O:26])[C:17]1[CH:22]=[C:21]([Cl:23])[CH:20]=[CH:19][C:18]=1[O:24][CH3:25])[CH2:2][CH2:3][CH3:4].[BH4-].[Na+], predict the reaction product. The product is: [CH2:1]([N:5]1[C:9]2[CH2:10][O:11][CH2:12][CH:13]([OH:14])[C:8]=2[S:7]/[C:6]/1=[N:15]\[C:16](=[O:26])[C:17]1[CH:22]=[C:21]([Cl:23])[CH:20]=[CH:19][C:18]=1[O:24][CH3:25])[CH2:2][CH2:3][CH3:4].